From a dataset of Full USPTO retrosynthesis dataset with 1.9M reactions from patents (1976-2016). Predict the reactants needed to synthesize the given product. (1) The reactants are: Cl[C:2]1[N:3]=[C:4]([NH:11][C:12]2[CH:17]=[CH:16][C:15]([O:18][CH3:19])=[C:14]([O:20][CH3:21])[CH:13]=2)[C:5]2[N:10]=[CH:9][S:8][C:6]=2[N:7]=1.[NH:22]1[CH2:27][CH2:26][CH2:25][CH:24]([C:28]([O:30][CH3:31])=[O:29])[CH2:23]1.C([O-])([O-])=O.[Cs+].[Cs+].CC(C1C=C(C(C)C)C(C2C=CC=CC=2P(C2CCCCC2)C2CCCCC2)=C(C(C)C)C=1)C. Given the product [CH3:21][O:20][C:14]1[CH:13]=[C:12]([NH:11][C:4]2[C:5]3[N:10]=[CH:9][S:8][C:6]=3[N:7]=[C:2]([N:22]3[CH2:27][CH2:26][CH2:25][CH:24]([C:28]([O:30][CH3:31])=[O:29])[CH2:23]3)[N:3]=2)[CH:17]=[CH:16][C:15]=1[O:18][CH3:19], predict the reactants needed to synthesize it. (2) Given the product [C:7]1([N:1]2[CH2:4][CH2:3][C:2]2=[O:5])[CH:12]=[CH:11][CH:10]=[CH:9][CH:8]=1, predict the reactants needed to synthesize it. The reactants are: [NH:1]1[CH2:4][CH2:3][C:2]1=[O:5].I[C:7]1[CH:12]=[CH:11][CH:10]=[CH:9][CH:8]=1.N[C@@H]1CCCC[C@H]1N.C(=O)([O-])[O-].[K+].[K+]. (3) The reactants are: [N+:1]([C:4]1[CH:14]=[CH:13][C:7]2[NH:8][CH2:9][CH2:10][CH2:11][CH2:12][C:6]=2[CH:5]=1)([O-:3])=[O:2].[C:15](=O)([O-])[O-].[K+].[K+].IC.[H-].[Na+]. Given the product [CH3:15][N:8]1[CH2:9][CH2:10][CH2:11][CH2:12][C:6]2[CH:5]=[C:4]([N+:1]([O-:3])=[O:2])[CH:14]=[CH:13][C:7]1=2, predict the reactants needed to synthesize it.